Dataset: Drug-target binding data from BindingDB using IC50 measurements. Task: Regression. Given a target protein amino acid sequence and a drug SMILES string, predict the binding affinity score between them. We predict pIC50 (pIC50 = -log10(IC50 in M); higher means more potent). Dataset: bindingdb_ic50. (1) The compound is CC[C@H](CO)Nc1nc(N(C)Cc2ccccc2)c2ncn(C(C)C)c2n1. The target protein (P97633) has sequence MASSSGSKAEFIVGGKYKLVRKIGSGSFGDIYLAINITNGEEVAVKLESQKARHPQLLYESKLYKILQGGVGIPHIRWYGQGKDYNVLVMDLLGPSLEDLFNFCSRRFTMKTVLMLADQMISRIEYVHTKNFIHRDIKPDNFLMGIGRHCNKLFLIDFGLAKKYRDNRTRQHIPYREDKNLTGTARYASINAHLGIEQSRRDDMESLGYVLMYFNRTSLPWQGLKAATKKQKYEKISEKKMSTPVEVLCKGFPAEFAMYLNYCRGLRFEEAPDYMYLRQLFRILFRTLNHQYDYTFDWTMLKQKAAQQAASSSGQGQQAQTPTGF. The pIC50 is 3.0. (2) The small molecule is O=C([C@@H]1C[C@H](n2cc(COCc3ccccc3)nn2)CN1C(=O)CCCc1ccccc1)N1CCCC1. The target protein (P23687) has sequence MLSFQYPDVYRDETAIQDYHGHKVCDPYAWLEDPDSEQTKAFVEAQNKITVPFLEQCPIRGLYKERMTELYDYPKYSCHFKKGKRYFYFYNTGLQNQRVLYVQDSLEGEARVFLDPNILSDDGTVALRGYAFSEDGEYFAYGLSASGSDWVTIKFMKVDGAKELPDVLERVKFSCMAWTHDGKGMFYNAYPQQDGKSDGTETSTNLHQKLYYHVLGTDQSEDILCAEFPDEPKWMGGAELSDDGRYVLLSIREGCDPVNRLWYCDLQQESNGITGILKWVKLIDNFEGEYDYVTNEGTVFTFKTNRHSPNYRLINIDFTDPEESKWKVLVPEHEKDVLEWVACVRSNFLVLCYLHDVKNTLQLHDLATGALLKIFPLEVGSVVGYSGQKKDTEIFYQFTSFLSPGIIYHCDLTKEELEPRVFREVTVKGIDASDYQTVQIFYPSKDGTKIPMFIVHKKGIKLDGSHPAFLYGYGGFNISITPNYSVSRLIFVRHMGGVLA.... The pIC50 is 6.9. (3) The small molecule is O=P(O)(O)Oc1ccccc1. The target protein sequence is SIQAEEWYFGKITRRESERLLLNAENPRGTFLVRESETTKGAYCLSVSDFDNAKGLNVKHYKIRKLDSGGFYITSRTQFNSLQQLVAYYSKHADGLCHRLTTVCPTSK. The pIC50 is 2.5. (4) The small molecule is CN[C@@H](C)C(=O)N[C@H](C(=O)N1c2ncccc2C[C@H]1CNc1ccc2ccccc2c1)C(C)C. The target protein sequence is MRHHHHHHRSDAVSSDRNFPNSTNLPRNPSMADYEARIFTEGTWIYSVNKEQLARAGFYALGEGDKVKCFHCGGGLTDWKPSEDPWEQHAKWYPGCKYLLEQKGQEYINNIHLTHSLEECLVRTT. The pIC50 is 8.4. (5) The compound is CC1CCCC(C)N1CCCNC(=O)C(c1ccc(Br)cc1)c1ccc(Br)cc1. The target protein (P04775) has sequence MARSVLVPPGPDSFRFFTRESLAAIEQRIAEEKAKRPKQERKDEDDENGPKPNSDLEAGKSLPFIYGDIPPEMVSEPLEDLDPYYINKKTFIVLNKGKAISRFSATSALYILTPFNPIRKLAIKILVHSLFNVLIMCTILTNCVFMTMSNPPDWTKNVEYTFTGIYTFESLIKILARGFCLEDFTFLRNPWNWLDFTVITFAYVTEFVNLGNVSALRTFRVLRALKTISVIPGLKTIVGALIQSVKKLSDVMILTVFCLSVFALIGLQLFMGNLRNKCLQWPPDNSTFEINITSFFNNSLDWNGTAFNRTVNMFNWDEYIEDKSHFYFLEGQNDALLCGNSSDAGQCPEGYICVKAGRNPNYGYTSFDTFSWAFLSLFRLMTQDFWENLYQLTLRAAGKTYMIFFVLVIFLGSFYLINLILAVVAMAYEEQNQATLEEAEQKEAEFQQMLEQLKKQQEEAQAAAAAASAESRDFSGAGGIGVFSESSSVASKLSSKSEKE.... The pIC50 is 5.2. (6) The drug is C=C[C@H]1CN2CC[C@H]1C[C@H]2[C@H](O)c1ccnc2ccc(OC)cc12. The target protein (Q63089) has sequence MPTVDDVLEQVGEFGWFQKQAFLLLCLISASLAPIYVGIVFLGFTPGHYCQNPGVAELSQRCGWSQAEELNYTVPGLGPSDEASFLSQCMRYEVDWNQSTLDCVDPLSSLVANRSQLPLGPCEHGWVYDTPGSSIVTEFNLVCGDAWKVDLFQSCVNLGFFLGSLVVGYIADRFGRKLCLLVTTLVTSVSGVLTAVAPDYTSMLLFRLLQGMVSKGSWVSGYTLITEFVGSGYRRTTAILYQMAFTVGLVGLAGVAYAIPDWRWLQLAVSLPTFLFLLYYWFVPESPRWLLSQKRTTRAVRIMEQIAQKNGKVPPADLKMLCLEEDASEKRSPSFADLFRTPNLRKHTVILMYLWFSCAVLYQGLIMHVGATGANLYLDFFYSSLVEFPAAFIILVTIDRIGRIYPIAASNLVTGAACLLMIFIPHELHWLNVTLACLGRMGATIVLQMVCLVNAELYPTFIRNLGMMVCSALCDLGGIFTPFMVFRLMEVWQALPLILF.... The pIC50 is 5.4.